From a dataset of Catalyst prediction with 721,799 reactions and 888 catalyst types from USPTO. Predict which catalyst facilitates the given reaction. (1) Reactant: [F:1][C:2]1[CH:3]=[C:4]([C:8]2[NH:9][CH:10]=[C:11]3[C:16]=2[C:15](=[O:17])[N:14]([CH3:18])[C:13](=[O:19])[N:12]3[CH3:20])[CH:5]=[CH:6][CH:7]=1.CC(C)([O-])C.[K+].C1OCCOCCOCCOCCOCCOC1.FC(F)(F)S(O[CH2:51][CH:52]1[CH2:56][C:55](=[O:57])[O:54][CH2:53]1)(=O)=O. Product: [F:1][C:2]1[CH:3]=[C:4]([C:8]2[N:9]([CH2:51][CH:52]3[CH2:56][C:55](=[O:57])[O:54][CH2:53]3)[CH:10]=[C:11]3[C:16]=2[C:15](=[O:17])[N:14]([CH3:18])[C:13](=[O:19])[N:12]3[CH3:20])[CH:5]=[CH:6][CH:7]=1. The catalyst class is: 1. (2) Reactant: [C:1]([O:5][C:6](=[O:19])[NH:7][CH2:8][CH2:9][CH2:10][CH2:11][C:12]1[CH:17]=[CH:16][C:15]([OH:18])=[CH:14][CH:13]=1)([CH3:4])([CH3:3])[CH3:2].C([O-])([O-])=O.[Cs+].[Cs+].I[CH2:27][C:28]#[N:29]. Product: [C:1]([O:5][C:6](=[O:19])[NH:7][CH2:8][CH2:9][CH2:10][CH2:11][C:12]1[CH:13]=[CH:14][C:15]([O:18][CH2:27][C:28]#[N:29])=[CH:16][CH:17]=1)([CH3:4])([CH3:2])[CH3:3]. The catalyst class is: 3.